Predict which catalyst facilitates the given reaction. From a dataset of Catalyst prediction with 721,799 reactions and 888 catalyst types from USPTO. Reactant: [C:1]([O:5][C:6]([N:8]1[CH2:13][CH2:12][C:11]([C:26]#N)([C:14]2[CH:19]=[CH:18][CH:17]=[C:16]([C:20]3[CH:21]=[N:22][N:23]([CH3:25])[CH:24]=3)[CH:15]=2)[CH2:10][CH2:9]1)=[O:7])([CH3:4])([CH3:3])[CH3:2].S(=O)(=O)(O)O.[OH-:33].[Na+].C(OC(OC(C)(C)C)=O)(OC(C)(C)C)=O.Cl.[OH2:51]. Product: [C:1]([O:5][C:6]([N:8]1[CH2:9][CH2:10][C:11]([C:14]2[CH:19]=[CH:18][CH:17]=[C:16]([C:20]3[CH:21]=[N:22][N:23]([CH3:25])[CH:24]=3)[CH:15]=2)([C:26]([OH:51])=[O:33])[CH2:12][CH2:13]1)=[O:7])([CH3:4])([CH3:3])[CH3:2]. The catalyst class is: 7.